This data is from Full USPTO retrosynthesis dataset with 1.9M reactions from patents (1976-2016). The task is: Predict the reactants needed to synthesize the given product. (1) Given the product [CH3:3][O:4][C:5](=[O:14])[CH:6]([C:7]1[CH:12]=[CH:11][C:10]([Br:13])=[CH:9][N:8]=1)[CH2:18][CH2:17][CH2:16][Cl:15], predict the reactants needed to synthesize it. The reactants are: [H-].[Na+].[CH3:3][O:4][C:5](=[O:14])[CH2:6][C:7]1[CH:12]=[CH:11][C:10]([Br:13])=[CH:9][N:8]=1.[Cl:15][CH2:16][CH2:17][CH2:18]Br.O. (2) Given the product [CH3:26][N:24]1[CH:25]=[C:21]([C:15]2[CH:16]=[CH:17][CH:18]=[C:19]3[C:14]=2[C:13](=[O:27])[N:12]([C:28]2[CH:33]=[CH:32][CH:31]=[CH:30][CH:29]=2)[CH:11]=[CH:20]3)[CH:22]=[N:23]1, predict the reactants needed to synthesize it. The reactants are: ClC1N=C(N[C@H]([C:11]2[N:12]([C:28]3[CH:33]=[CH:32][CH:31]=[CH:30][CH:29]=3)[C:13](=[O:27])[C:14]3[C:19]([CH:20]=2)=[CH:18][CH:17]=[CH:16][C:15]=3[C:21]2[CH:22]=[N:23][N:24]([CH3:26])[CH:25]=2)C)C(I)=CN=1.[OH-].[NH4+]. (3) The reactants are: [Cl:1][C:2]1[CH:3]=[C:4]([CH:9]([NH:11][C:12]2[CH:17]=[C:16](F)[CH:15]=[CH:14][C:13]=2[S:19]([CH3:22])(=[O:21])=[O:20])[CH3:10])[CH:5]=[C:6]([Cl:8])[CH:7]=1.[N:23]1(C(OC(C)(C)C)=O)[CH2:28][CH2:27][NH:26][CH2:25][CH2:24]1.C(N(CC)C(C)C)(C)C. Given the product [Cl:1][C:2]1[CH:3]=[C:4]([CH:9]([NH:11][C:12]2[CH:17]=[C:16]([N:23]3[CH2:28][CH2:27][NH:26][CH2:25][CH2:24]3)[CH:15]=[CH:14][C:13]=2[S:19]([CH3:22])(=[O:21])=[O:20])[CH3:10])[CH:5]=[C:6]([Cl:8])[CH:7]=1, predict the reactants needed to synthesize it. (4) The reactants are: C([O:3][C:4]([C:6]1[N:7]=[CH:8][N:9]([C:11]2[CH:12]=[C:13]([C:17]3[CH:22]=[CH:21][CH:20]=[CH:19][C:18]=3[Cl:23])[CH:14]=[CH:15][CH:16]=2)[CH:10]=1)=[O:5])C.[OH-].[K+]. Given the product [Cl:23][C:18]1[CH:19]=[CH:20][CH:21]=[CH:22][C:17]=1[C:13]1[CH:14]=[CH:15][CH:16]=[C:11]([N:9]2[CH:10]=[C:6]([C:4]([OH:5])=[O:3])[N:7]=[CH:8]2)[CH:12]=1, predict the reactants needed to synthesize it. (5) The reactants are: [CH2:1]([O:3][C:4]([C:6]1[C:7]([CH3:26])=[N:8][C:9]([NH:13][CH2:14][CH2:15][CH2:16][C:17]2[CH:22]=[CH:21][CH:20]=[C:19]([O:23]C)[C:18]=2[F:25])=[N:10][C:11]=1[CH3:12])=[O:5])[CH3:2].B(Br)(Br)Br.C(Cl)Cl. Given the product [CH2:1]([O:3][C:4]([C:6]1[C:11]([CH3:12])=[N:10][C:9]([NH:13][CH2:14][CH2:15][CH2:16][C:17]2[CH:22]=[CH:21][CH:20]=[C:19]([OH:23])[C:18]=2[F:25])=[N:8][C:7]=1[CH3:26])=[O:5])[CH3:2], predict the reactants needed to synthesize it. (6) Given the product [C:1]([C@H:4]1[CH2:9][CH2:8][C@H:7]([C:10]([O:12][CH3:13])=[O:11])[CH2:6][CH2:5]1)#[N:2], predict the reactants needed to synthesize it. The reactants are: [C:1]([C@H:4]1[CH2:9][CH2:8][C@H:7]([C:10]([O:12][CH3:13])=[O:11])[CH2:6][CH2:5]1)(=O)[NH2:2].N1C=CN=C1.P(Cl)(Cl)(Cl)=O. (7) The reactants are: [N:1]#[C:2][NH2:3].C(N(CC)CC)C.ClC(O[C:16](=[O:22])OC(Cl)(Cl)Cl)(Cl)Cl.[NH2:23][CH2:24][C:25]1[CH:30]=[CH:29][C:28]([N:31]([CH3:42])[C:32]2[N:37]=[CH:36][C:35]3[N:38]=[CH:39][N:40]([CH3:41])[C:34]=3[CH:33]=2)=[C:27]([CH2:43][CH3:44])[CH:26]=1. Given the product [CH2:43]([C:27]1[CH:26]=[C:25]([CH:30]=[CH:29][C:28]=1[N:31]([CH3:42])[C:32]1[N:37]=[CH:36][C:35]2[N:38]=[CH:39][N:40]([CH3:41])[C:34]=2[CH:33]=1)[CH2:24][NH:23][C:16]([NH:1][C:2]#[N:3])=[O:22])[CH3:44], predict the reactants needed to synthesize it.